Dataset: Catalyst prediction with 721,799 reactions and 888 catalyst types from USPTO. Task: Predict which catalyst facilitates the given reaction. Reactant: [Cl:1][C:2]1[CH:3]=[CH:4][C:5]([N+:15]([O-])=O)=[C:6]([CH:14]=1)[CH2:7][N:8]1[CH2:13][CH2:12][O:11][CH2:10][CH2:9]1. Product: [Cl:1][C:2]1[CH:3]=[CH:4][C:5]([NH2:15])=[C:6]([CH2:7][N:8]2[CH2:13][CH2:12][O:11][CH2:10][CH2:9]2)[CH:14]=1. The catalyst class is: 565.